From a dataset of Peptide-MHC class I binding affinity with 185,985 pairs from IEDB/IMGT. Regression. Given a peptide amino acid sequence and an MHC pseudo amino acid sequence, predict their binding affinity value. This is MHC class I binding data. (1) The peptide sequence is ISRDELWAR. The MHC is HLA-A31:01 with pseudo-sequence HLA-A31:01. The binding affinity (normalized) is 0.643. (2) The peptide sequence is KYFVRSTEK. The MHC is HLA-A26:03 with pseudo-sequence HLA-A26:03. The binding affinity (normalized) is 0.0847. (3) The peptide sequence is QQWNFAGIEA. The MHC is HLA-A02:03 with pseudo-sequence HLA-A02:03. The binding affinity (normalized) is 0.250. (4) The peptide sequence is KGANFPGLA. The MHC is Mamu-B52 with pseudo-sequence Mamu-B52. The binding affinity (normalized) is 0.645. (5) The peptide sequence is LTKRFSLGM. The MHC is Mamu-A02 with pseudo-sequence Mamu-A02. The binding affinity (normalized) is 0.838. (6) The peptide sequence is SRNKRGVFVL. The binding affinity (normalized) is 0.586. The MHC is Mamu-B08 with pseudo-sequence Mamu-B08. (7) The binding affinity (normalized) is 0.0847. The MHC is HLA-B08:01 with pseudo-sequence HLA-B08:01. The peptide sequence is GITGGHIPK. (8) The peptide sequence is RRWRRRWQ. The MHC is HLA-B27:05 with pseudo-sequence HLA-B27:05. The binding affinity (normalized) is 0.735. (9) The peptide sequence is LEESHPGIF. The MHC is Mamu-A11 with pseudo-sequence Mamu-A11. The binding affinity (normalized) is 0.427.